This data is from Reaction yield outcomes from USPTO patents with 853,638 reactions. The task is: Predict the reaction yield, written as a fraction of the theoretical maximum amount of product (1.0 means a 100% yield; for example, 0.34 means a 34% yield). The reactants are [F:1][C:2]1[CH:3]=[C:4]([C:29]2[C:30]([C:35]#[N:36])=[CH:31][CH:32]=[CH:33][CH:34]=2)[CH:5]=[CH:6][C:7]=1[CH2:8][C:9]1[C:10](=[O:28])[N:11]([CH:21]2[CH2:26][CH2:25][C:24](=[O:27])[CH2:23][CH2:22]2)[C:12]2[N:13]([N:18]=[CH:19][N:20]=2)[C:14]=1[CH2:15][CH2:16][CH3:17].[O:37]1[CH2:41][CH:40](O)[CH:39]([OH:43])[CH2:38]1. The catalyst is O.C1(C)C=CC(S(O)(=O)=O)=CC=1.C1(C)C=CC=CC=1. The product is [F:1][C:2]1[CH:3]=[C:4]([C:29]2[C:30]([C:35]#[N:36])=[CH:31][CH:32]=[CH:33][CH:34]=2)[CH:5]=[CH:6][C:7]=1[CH2:8][C:9]1[C:10](=[O:28])[N:11]([CH:21]2[CH2:22][CH2:23][C:24]3([O:43][C@H:39]4[CH2:38][O:37][CH2:41][C@H:40]4[O:27]3)[CH2:25][CH2:26]2)[C:12]2[N:13]([N:18]=[CH:19][N:20]=2)[C:14]=1[CH2:15][CH2:16][CH3:17]. The yield is 1.00.